From a dataset of Forward reaction prediction with 1.9M reactions from USPTO patents (1976-2016). Predict the product of the given reaction. (1) The product is: [CH3:2][O:3][C:4]([CH:6]1[CH2:15][C:14]2[C:9](=[CH:10][CH:11]=[CH:12][CH:13]=2)[CH2:8][N:7]1[C:32](=[O:33])[CH2:31][O:30][C:28]1[C:27]2[C:22](=[CH:23][C:24]([Cl:36])=[CH:25][C:26]=2[Cl:35])[CH:21]=[C:20]([C:18]([O:17][CH3:16])=[O:19])[CH:29]=1)=[O:5]. Given the reactants Cl.[CH3:2][O:3][C:4]([CH:6]1[CH2:15][C:14]2[C:9](=[CH:10][CH:11]=[CH:12][CH:13]=2)[CH2:8][NH:7]1)=[O:5].[CH3:16][O:17][C:18]([C:20]1[CH:29]=[C:28]([O:30][CH2:31][C:32](Cl)=[O:33])[C:27]2[C:22](=[CH:23][C:24]([Cl:36])=[CH:25][C:26]=2[Cl:35])[CH:21]=1)=[O:19], predict the reaction product. (2) Given the reactants C(OC(NC(C)(CC1C=CC=CC=1)COCC1C=C(C=C(N(S(C)(=O)=O)CCC)C=1)C(O)=O)=O)(C)(C)C.C(C1CCCN1)CC.[NH2:46][C:47]([CH3:85])([CH2:78][C:79]1[CH:84]=[CH:83][CH:82]=[CH:81][CH:80]=1)[CH2:48][O:49][CH2:50][C:51]1[CH:52]=[C:53]([N:70]([CH2:75][CH2:76][CH3:77])[S:71]([CH3:74])(=[O:73])=[O:72])[CH:54]=[C:55]([C:57]([N:59]2[CH2:63][CH2:62][CH2:61][CH:60]2[C:64]2C=CC=[CH:66][CH:65]=2)=[O:58])[CH:56]=1, predict the reaction product. The product is: [NH2:46][C:47]([CH3:85])([CH2:78][C:79]1[CH:80]=[CH:81][CH:82]=[CH:83][CH:84]=1)[CH2:48][O:49][CH2:50][C:51]1[CH:52]=[C:53]([N:70]([CH2:75][CH2:76][CH3:77])[S:71]([CH3:74])(=[O:72])=[O:73])[CH:54]=[C:55]([C:57]([N:59]2[CH2:63][CH2:62][CH2:61][CH:60]2[CH2:64][CH2:65][CH3:66])=[O:58])[CH:56]=1. (3) The product is: [F:1][C:2]([F:10])([F:11])[C:3]1[CH:4]=[CH:5][C:6]([O:9][CH2:13][C@@H:14]2[CH2:19][CH2:18][CH2:17][CH2:16][C@H:15]2[NH:20][S:21]([CH2:24][CH3:25])(=[O:23])=[O:22])=[CH:7][CH:8]=1. Given the reactants [F:1][C:2]([F:11])([F:10])[C:3]1[CH:8]=[CH:7][C:6]([OH:9])=[CH:5][CH:4]=1.O[CH2:13][C@@H:14]1[CH2:19][CH2:18][CH2:17][CH2:16][C@H:15]1[NH:20][S:21]([CH2:24][CH3:25])(=[O:23])=[O:22].C(P(CCCC)CCCC)CCC.N(/C(N1CCCCC1)=O)=N\C(N1CCCCC1)=O, predict the reaction product. (4) Given the reactants Br[C:2]1[CH:3]=[C:4]2[CH2:10][C:9](=[O:11])[NH:8][C:5]2=[N:6][CH:7]=1.[CH3:12][C:13]1([CH3:29])[C:17]([CH3:19])([CH3:18])[O:16][B:15]([B:15]2[O:16][C:17]([CH3:19])([CH3:18])[C:13]([CH3:29])([CH3:12])[O:14]2)[O:14]1.C([O-])(=O)C.[K+], predict the reaction product. The product is: [CH3:12][C:13]1([CH3:29])[C:17]([CH3:19])([CH3:18])[O:16][B:15]([C:2]2[CH:3]=[C:4]3[CH2:10][C:9](=[O:11])[NH:8][C:5]3=[N:6][CH:7]=2)[O:14]1. (5) Given the reactants [CH:1]12[CH2:7][CH:4]([CH2:5][CH2:6]1)[C:3](=O)[C:2]2=O.COP([CH2:16][C:17](=O)[CH2:18][C:19]([CH3:22])([CH3:21])[CH3:20])(=O)OC.O.[NH2:25][NH2:26], predict the reaction product. The product is: [CH3:20][C:19]([CH3:22])([CH3:21])[CH2:18][C:17]1[CH:16]=[C:3]2[C:2]([CH:1]3[CH2:7][CH:4]2[CH2:5][CH2:6]3)=[N:26][N:25]=1. (6) Given the reactants [CH2:1]([N:3]1[CH2:7][CH2:6][CH2:5][C@@H:4]1[CH2:8][OH:9])[CH3:2].[Br:10][C:11]1[CH:12]=[C:13]2[C:18](=[CH:19][CH:20]=1)[CH:17]=[C:16](O)[CH:15]=[CH:14]2, predict the reaction product. The product is: [CH2:1]([N:3]1[CH2:7][CH2:6][CH2:5][C@@H:4]1[CH2:8][O:9][C:16]1[CH:15]=[CH:14][C:13]2[C:18](=[CH:19][CH:20]=[C:11]([Br:10])[CH:12]=2)[CH:17]=1)[CH3:2]. (7) Given the reactants Br[C:2]1[CH:3]=[CH:4][C:5]2[N:6]([CH2:32][CH:33]([CH3:35])[CH3:34])[C:7]3[C:12]([C:13]=2[CH:14]=1)=[CH:11][C:10]([C:15]1[CH:16]=[CH:17][C:18]2[N:19]([CH2:28][CH:29]([CH3:31])[CH3:30])[C:20]4[C:25]([C:26]=2[CH:27]=1)=[CH:24][CH:23]=[CH:22][CH:21]=4)=[CH:9][CH:8]=3.[CH2:36]([Sn](CCCC)(CCCC)CCCC)[CH:37]=[CH2:38].[Li+].[Cl-], predict the reaction product. The product is: [CH2:38]([C:2]1[CH:3]=[CH:4][C:5]2[N:6]([CH2:32][CH:33]([CH3:35])[CH3:34])[C:7]3[C:12]([C:13]=2[CH:14]=1)=[CH:11][C:10]([C:15]1[CH:16]=[CH:17][C:18]2[N:19]([CH2:28][CH:29]([CH3:31])[CH3:30])[C:20]4[C:25]([C:26]=2[CH:27]=1)=[CH:24][CH:23]=[CH:22][CH:21]=4)=[CH:9][CH:8]=3)[CH:37]=[CH2:36].